This data is from Full USPTO retrosynthesis dataset with 1.9M reactions from patents (1976-2016). The task is: Predict the reactants needed to synthesize the given product. (1) The reactants are: [F:1][C:2]1[CH:3]=[C:4]([CH:16]=[CH:17][CH:18]=1)[NH:5][CH2:6]N1C2C=CC=CC=2N=N1.[BH4-].[Na+].Cl.[OH-].[Na+]. Given the product [F:1][C:2]1[CH:3]=[C:4]([CH:16]=[CH:17][CH:18]=1)[NH:5][CH3:6], predict the reactants needed to synthesize it. (2) Given the product [Br:1][C:2]1[CH:7]=[CH:6][C:5]([N:8]2[CH2:19][CH2:18][CH2:17][CH2:16]2)=[C:4]([C:9]([CH3:12])([CH3:11])[CH3:10])[CH:3]=1, predict the reactants needed to synthesize it. The reactants are: [Br:1][C:2]1[CH:7]=[CH:6][C:5]([NH2:8])=[C:4]([C:9]([CH3:12])([CH3:11])[CH3:10])[CH:3]=1.[H-].[Na+].Br[CH2:16][CH2:17][CH2:18][CH2:19]Br. (3) Given the product [CH3:1][O:2][C:3]([C:5]1[S:6][C:7]([O:11][CH2:12][CH2:13][CH3:14])=[C:8]([Br:15])[C:9]=1[CH3:10])=[O:4], predict the reactants needed to synthesize it. The reactants are: [CH3:1][O:2][C:3]([C:5]1[S:6][C:7]([O:11][CH2:12][CH2:13][CH3:14])=[CH:8][C:9]=1[CH3:10])=[O:4].[Br:15]Br.ClC(Cl)Cl.